From a dataset of Catalyst prediction with 721,799 reactions and 888 catalyst types from USPTO. Predict which catalyst facilitates the given reaction. (1) Reactant: [NH:1]1[CH2:6][CH2:5][C:4]2([C:14]3[C:9](=[CH:10][CH:11]=[CH:12][CH:13]=3)[NH:8][C:7]2=[O:15])[CH2:3][CH2:2]1.[F:16][C:17]([F:31])([F:30])[O:18][C:19]1[CH:29]=[CH:28][CH:27]=[CH:26][C:20]=1[O:21][CH2:22][C:23](O)=[O:24].C1CN([P+](ON2N=NC3C=CC=CC2=3)(N2CCCC2)N2CCCC2)CC1.F[P-](F)(F)(F)(F)F.C(N(C(C)C)CC)(C)C. Product: [F:16][C:17]([F:30])([F:31])[O:18][C:19]1[CH:29]=[CH:28][CH:27]=[CH:26][C:20]=1[O:21][CH2:22][C:23]([N:1]1[CH2:6][CH2:5][C:4]2([C:14]3[C:9](=[CH:10][CH:11]=[CH:12][CH:13]=3)[NH:8][C:7]2=[O:15])[CH2:3][CH2:2]1)=[O:24]. The catalyst class is: 232. (2) Reactant: [N+:1]([CH2:4][C:5]([O:7][CH2:8][CH3:9])=[O:6])([O-:3])=O.[CH:10]1[C:19]2[C:14](=[CH:15][CH:16]=[CH:17][CH:18]=2)[CH:13]=[CH:12][C:11]=1[CH2:20][O:21][CH2:22][C:23]#[CH:24].N12CCN(CC1)CC2.Cl. Product: [CH:10]1[C:19]2[C:14](=[CH:15][CH:16]=[CH:17][CH:18]=2)[CH:13]=[CH:12][C:11]=1[CH2:20][O:21][CH2:22][C:23]1[O:3][N:1]=[C:4]([C:5]([O:7][CH2:8][CH3:9])=[O:6])[CH:24]=1. The catalyst class is: 22. (3) Reactant: [N+:1]([C:4]1[CH:22]=[CH:21][C:7]([O:8][C:9]2[N:14]=[CH:13][C:12]([CH2:15][O:16]S(C)(=O)=O)=[CH:11][CH:10]=2)=[CH:6][CH:5]=1)([O-:3])=[O:2].O[C:24]1[CH:29]=[CH:28][C:27]([C:30]([F:33])([F:32])[F:31])=[CH:26][CH:25]=1.C(=O)([O-])[O-].[K+].[K+]. Product: [N+:1]([C:4]1[CH:22]=[CH:21][C:7]([O:8][C:9]2[CH:10]=[CH:11][C:12]([CH2:15][O:16][C:24]3[CH:29]=[CH:28][C:27]([C:30]([F:33])([F:32])[F:31])=[CH:26][CH:25]=3)=[CH:13][N:14]=2)=[CH:6][CH:5]=1)([O-:3])=[O:2]. The catalyst class is: 3. (4) Reactant: [C:1]([O:5][C:6](=[O:16])[NH:7][CH2:8][C:9]1[CH:14]=[CH:13][CH:12]=[C:11]([OH:15])[CH:10]=1)([CH3:4])([CH3:3])[CH3:2].F[C:18]1[CH:23]=[CH:22][C:21]([N+:24]([O-:26])=[O:25])=[CH:20][N:19]=1.C([O-])([O-])=O.[K+].[K+].O. Product: [C:1]([O:5][C:6](=[O:16])[NH:7][CH2:8][C:9]1[CH:14]=[CH:13][CH:12]=[C:11]([O:15][C:18]2[CH:23]=[CH:22][C:21]([N+:24]([O-:26])=[O:25])=[CH:20][N:19]=2)[CH:10]=1)([CH3:4])([CH3:2])[CH3:3]. The catalyst class is: 9. (5) Product: [CH3:3][O:4][C:5]([C:7]1([N:19]([CH:20]=[O:21])[CH3:22])[CH2:11][CH2:10][N:9]([C:12]([O:14][C:15]([CH3:18])([CH3:16])[CH3:17])=[O:13])[CH2:8]1)=[O:6]. The catalyst class is: 1. Reactant: [H-].[Na+].[CH3:3][O:4][C:5]([C:7]1([NH:19][CH:20]=[O:21])[CH2:11][CH2:10][N:9]([C:12]([O:14][C:15]([CH3:18])([CH3:17])[CH3:16])=[O:13])[CH2:8]1)=[O:6].[CH3:22]N(C=O)C.CI. (6) Reactant: [N:1]([C:4]1[CH:12]=[C:11]([Br:13])[CH:10]=[CH:9][C:5]=1[C:6]([OH:8])=O)=[N+:2]=[N-:3].CN(C(ON1N=NC2C=CC=NC1=2)=[N+](C)C)C.F[P-](F)(F)(F)(F)F.CCN(C(C)C)C(C)C.[F:47][C:48]1[CH:54]=[CH:53][C:51]([NH2:52])=[CH:50][CH:49]=1. Product: [N:1]([C:4]1[CH:12]=[C:11]([Br:13])[CH:10]=[CH:9][C:5]=1[C:6]([NH:52][C:51]1[CH:53]=[CH:54][C:48]([F:47])=[CH:49][CH:50]=1)=[O:8])=[N+:2]=[N-:3]. The catalyst class is: 18. (7) Product: [NH2:23][CH:9]([C:5]1[CH:4]=[C:3]([CH:8]=[CH:7][CH:6]=1)[C:1]#[N:2])[CH:10]([C:17]1[CH:18]=[N:19][CH:20]=[CH:21][CH:22]=1)[C:11]1[CH:12]=[N:13][CH:14]=[CH:15][CH:16]=1. The catalyst class is: 24. Reactant: [C:1]([C:3]1[CH:4]=[C:5]([CH:9]([NH:23]S(C(C)(C)C)=O)[CH:10]([C:17]2[CH:18]=[N:19][CH:20]=[CH:21][CH:22]=2)[C:11]2[CH:12]=[N:13][CH:14]=[CH:15][CH:16]=2)[CH:6]=[CH:7][CH:8]=1)#[N:2].Cl.C([O-])(O)=O.[Na+]. (8) Reactant: [N:1]#[C:2]Br.[C:4]([NH:9][NH2:10])(=[O:8])[CH2:5][CH2:6][CH3:7]. Product: [CH2:5]([C:4]1[O:8][C:2]([NH2:1])=[N:10][N:9]=1)[CH2:6][CH3:7]. The catalyst class is: 5. (9) Reactant: [CH3:1][N:2]([CH3:8])[C@H:3]1[CH2:7][CH2:6][NH:5][CH2:4]1.C(N(CC)CC)C.F[C:17]1[C:18]([C:35]2[CH:40]=[CH:39][CH:38]=[CH:37][CH:36]=2)=[C:19]([CH3:34])[C:20]([C:32]#[N:33])=[C:21]2[C:25]=1[O:24][C:23]([C:26]1[N:27]([CH3:31])[CH:28]=[CH:29][CH:30]=1)=[N:22]2. The catalyst class is: 16. Product: [CH3:1][N:2]([CH3:8])[C@H:3]1[CH2:7][CH2:6][N:5]([C:17]2[C:18]([C:35]3[CH:40]=[CH:39][CH:38]=[CH:37][CH:36]=3)=[C:19]([CH3:34])[C:20]([C:32]#[N:33])=[C:21]3[C:25]=2[O:24][C:23]([C:26]2[N:27]([CH3:31])[CH:28]=[CH:29][CH:30]=2)=[N:22]3)[CH2:4]1.